This data is from Full USPTO retrosynthesis dataset with 1.9M reactions from patents (1976-2016). The task is: Predict the reactants needed to synthesize the given product. (1) Given the product [F:20][C:21]([F:50])([F:49])[C:22]1[CH:27]=[C:26]([NH:1][C:2]2[CH:3]=[C:4]([CH:15]=[CH:16][C:17]=2[O:18][CH3:19])[C:5]([NH:7][C:8]2[CH:9]=[CH:10][C:11]([F:14])=[CH:12][CH:13]=2)=[O:6])[CH:25]=[CH:24][CH:23]=1, predict the reactants needed to synthesize it. The reactants are: [NH2:1][C:2]1[CH:3]=[C:4]([CH:15]=[CH:16][C:17]=1[O:18][CH3:19])[C:5]([NH:7][C:8]1[CH:13]=[CH:12][C:11]([F:14])=[CH:10][CH:9]=1)=[O:6].[F:20][C:21]([F:50])([F:49])[C:22]1[CH:23]=[C:24]([Bi]([C:24]2[CH:25]=[CH:26][CH:27]=[C:22]([C:21]([F:50])([F:49])[F:20])[CH:23]=2)[C:24]2[CH:25]=[CH:26][CH:27]=[C:22]([C:21]([F:50])([F:49])[F:20])[CH:23]=2)[CH:25]=[CH:26][CH:27]=1.C(N(CC)CC)C. (2) Given the product [Cl:1][C:2]1[C:3]([O:15][CH3:16])=[CH:4][C:5]([N+:12]([O-:14])=[O:13])=[C:6]([CH:7]=1)[NH2:8], predict the reactants needed to synthesize it. The reactants are: [Cl:1][C:2]1[C:3]([O:15][CH3:16])=[CH:4][C:5]([N+:12]([O-:14])=[O:13])=[C:6]([NH:8]C(=O)C)[CH:7]=1.O1CCOCC1. (3) Given the product [Br:14][CH2:15][CH2:16][NH:1][C:2]1[CH:3]=[C:4]2[C:9](=[O:10])[N:8]([CH3:11])[C:6](=[O:7])[C:5]2=[CH:12][CH:13]=1, predict the reactants needed to synthesize it. The reactants are: [NH2:1][C:2]1[CH:3]=[C:4]2[C:9](=[O:10])[N:8]([CH3:11])[C:6](=[O:7])[C:5]2=[CH:12][CH:13]=1.[Br:14][CH2:15][CH2:16]Br.C(=O)(O)[O-].[Na+].O. (4) Given the product [CH3:20][C@:17]12[C@@:16]3([CH3:21])[C@@H:7]([C@:8]4([CH3:34])[C@@H:13]([CH2:14][CH2:15]3)[C:12]([CH3:22])([CH3:23])[C:11]([C:24]3[CH:33]=[CH:32][C:27]([C:28]([OH:30])=[O:29])=[CH:26][CH:25]=3)=[CH:10][CH2:9]4)[CH2:6][CH2:5][C@@H:4]1[C@H:3]1[C@H:35]([C:38]([CH3:40])=[CH2:39])[CH2:36][CH2:37][C@:2]1([NH:1][C:94](=[O:95])[CH2:93][N:89]1[CH2:90][CH2:91][CH2:92][C:88]1=[O:87])[CH2:19][CH2:18]2, predict the reactants needed to synthesize it. The reactants are: [NH2:1][C@:2]12[CH2:37][CH2:36][C@@H:35]([C:38]([CH3:40])=[CH2:39])[C@@H:3]1[C@@H:4]1[C@@:17]([CH3:20])([CH2:18][CH2:19]2)[C@@:16]2([CH3:21])[C@@H:7]([C@:8]3([CH3:34])[C@@H:13]([CH2:14][CH2:15]2)[C:12]([CH3:23])([CH3:22])[C:11]([C:24]2[CH:33]=[CH:32][C:27]([C:28]([O:30]C)=[O:29])=[CH:26][CH:25]=2)=[CH:10][CH2:9]3)[CH2:6][CH2:5]1.CN(C)CCC(N[C@]12CC[C@@H](C(C)=C)[C@@H]1[C@@H]1[C@@](C)(CC2)[C@@]2(C)[C@@H]([C@]3(C)[C@@H](CC2)C(C)(C)C(C2C=CC(C(O)=O)=CC=2)=CC3)CC1)=O.[O:87]=[C:88]1[CH2:92][CH2:91][CH2:90][N:89]1[CH2:93][C:94](O)=[O:95]. (5) Given the product [NH2:17][C:14]1[CH:15]=[CH:16][C:11]([S:8]([C:7]2[C:3]([CH2:1][CH3:2])=[N:4][N:5]([C:22]([O:24][C:25]([CH3:28])([CH3:27])[CH3:26])=[O:23])[C:6]=2[CH2:20][CH3:21])(=[O:9])=[O:10])=[CH:12][CH:13]=1, predict the reactants needed to synthesize it. The reactants are: [CH2:1]([C:3]1[C:7]([S:8]([C:11]2[CH:16]=[CH:15][C:14]([N+:17]([O-])=O)=[CH:13][CH:12]=2)(=[O:10])=[O:9])=[C:6]([CH2:20][CH3:21])[N:5]([C:22]([O:24][C:25]([CH3:28])([CH3:27])[CH3:26])=[O:23])[N:4]=1)[CH3:2]. (6) Given the product [OH:2][C@@H:3]([C@H:5]1[C:47](=[O:48])[N:7]2[C:8]([C:34]([OH:36])=[O:35])=[C:9]([S:12][C@@H:13]3[CH2:17][N:16]([CH3:18])[C@H:15]([C:19]([N:21]4[CH2:25][CH2:24][C@H:23]([NH:26][C:27](=[O:33])[CH2:28][NH:29][C:30]([NH2:32])=[NH:31])[CH2:22]4)=[O:20])[CH2:14]3)[C@H:10]([CH3:11])[C@H:6]12)[CH3:4], predict the reactants needed to synthesize it. The reactants are: Cl.[OH:2][C@@H:3]([C@H:5]1[C:47](=[O:48])[N:7]2[C:8]([C:34]([O:36]CC3C=CC([N+]([O-])=O)=CC=3)=[O:35])=[C:9]([S:12][C@@H:13]3[CH2:17][N:16]([CH3:18])[C@H:15]([C:19]([N:21]4[CH2:25][CH2:24][C@H:23]([NH:26][C:27](=[O:33])[CH2:28][NH:29][C:30]([NH2:32])=[NH:31])[CH2:22]4)=[O:20])[CH2:14]3)[C@H:10]([CH3:11])[C@H:6]12)[CH3:4].C(=O)([O-])O.[Na+].